From a dataset of Catalyst prediction with 721,799 reactions and 888 catalyst types from USPTO. Predict which catalyst facilitates the given reaction. (1) Reactant: [O:1]=[C:2]1[CH2:10][C@@H:9]2[C@H:4]([CH2:5][CH2:6][CH2:7][CH2:8]2)[N:3]1[CH:11]1[CH2:16][CH2:15][N:14]([CH:17]2[CH2:22][CH2:21][N:20](C(OC(C)(C)C)=O)[CH2:19][CH2:18]2)[CH2:13][CH2:12]1.Cl. Product: [N:14]1([CH:17]2[CH2:18][CH2:19][NH:20][CH2:21][CH2:22]2)[CH2:13][CH2:12][CH:11]([N:3]2[C@@H:4]3[C@H:9]([CH2:8][CH2:7][CH2:6][CH2:5]3)[CH2:10][C:2]2=[O:1])[CH2:16][CH2:15]1. The catalyst class is: 5. (2) Reactant: [C:1]([OH:8])(=[O:7])/[CH:2]=[CH:3]\[C:4]([OH:6])=[O:5].[NH2:9][CH2:10][CH2:11][N:12]1[CH2:16][CH2:15][N:14]=[C:13]1[CH:17]=[CH:18][CH2:19][CH2:20][CH2:21][CH2:22][CH2:23][CH2:24][CH2:25][CH2:26][CH2:27][CH2:28][CH2:29][CH2:30][CH2:31][CH2:32][CH3:33].N1CCN=C1. Product: [C:1]([OH:8])(=[O:7])/[CH:2]=[CH:3]\[C:4]([OH:6])=[O:5].[NH2:9][CH2:10][CH2:11][N:12]1[CH2:16][CH2:15][N:14]=[C:13]1[CH:17]=[CH:18][CH2:19][CH2:20][CH2:21][CH2:22][CH2:23][CH2:24][CH2:25][CH2:26][CH2:27][CH2:28][CH2:29][CH2:30][CH2:31][CH2:32][CH3:33]. The catalyst class is: 196. (3) Reactant: [H-].[Na+].[CH3:3][C:4]([O:7][C:8]([O:10][C:11]1[CH:16]=[C:15]([N:17]2[CH2:22][CH2:21][O:20][CH2:19][CH2:18]2)[N:14]=[C:13]([CH2:23][C:24]([O:26][CH2:27][CH3:28])=[O:25])[N:12]=1)=[O:9])([CH3:6])[CH3:5].[I-].[CH4:30].O. Product: [CH3:6][C:4]([O:7][C:8]([O:10][C:11]1[CH:16]=[C:15]([N:17]2[CH2:18][CH2:19][O:20][CH2:21][CH2:22]2)[N:14]=[C:13]([CH:23]([CH3:30])[C:24]([O:26][CH2:27][CH3:28])=[O:25])[N:12]=1)=[O:9])([CH3:3])[CH3:5]. The catalyst class is: 9. (4) Reactant: [F:1][C:2]1[CH:3]=[C:4]([NH:8][C:9]2[N:14]=[C:13]([NH:15][CH2:16][CH2:17][CH3:18])[C:12]([CH2:19][S:20][C:21]3[CH:26]=[CH:25][CH:24]=[C:23]([N+:27]([O-])=O)[CH:22]=3)=[CH:11][N:10]=2)[CH:5]=[CH:6][CH:7]=1.[Sn](Cl)Cl.O. Product: [NH2:27][C:23]1[CH:22]=[C:21]([S:20][CH2:19][C:12]2[C:13]([NH:15][CH2:16][CH2:17][CH3:18])=[N:14][C:9]([NH:8][C:4]3[CH:5]=[CH:6][CH:7]=[C:2]([F:1])[CH:3]=3)=[N:10][CH:11]=2)[CH:26]=[CH:25][CH:24]=1. The catalyst class is: 162. (5) Reactant: [CH3:1][S:2]([NH:5][CH2:6][C:7]1[CH:16]=[CH:15][C:10]([C:11]([O:13][CH3:14])=[O:12])=[C:9]([N+:17]([O-])=O)[CH:8]=1)(=[O:4])=[O:3].Cl.[H][H]. Product: [NH2:17][C:9]1[CH:8]=[C:7]([CH2:6][NH:5][S:2]([CH3:1])(=[O:4])=[O:3])[CH:16]=[CH:15][C:10]=1[C:11]([O:13][CH3:14])=[O:12]. The catalyst class is: 19.